Dataset: Catalyst prediction with 721,799 reactions and 888 catalyst types from USPTO. Task: Predict which catalyst facilitates the given reaction. (1) Product: [Cl:16][C:17]1[CH:24]=[CH:23][C:20]([CH2:21][NH:22][C:2]2[N:7]=[N:6][C:5]([C:8]3[C:13]([F:14])=[CH:12][CH:11]=[CH:10][C:9]=3[F:15])=[N:4][CH:3]=2)=[CH:19][CH:18]=1. Reactant: Cl[C:2]1[N:7]=[N:6][C:5]([C:8]2[C:13]([F:14])=[CH:12][CH:11]=[CH:10][C:9]=2[F:15])=[N:4][CH:3]=1.[Cl:16][C:17]1[CH:24]=[CH:23][C:20]([CH2:21][NH2:22])=[CH:19][CH:18]=1.C(N(CC)CC)C.O. The catalyst class is: 2. (2) Reactant: [CH:1]1([C:4]2[NH:8][N:7]=[C:6]([NH:9][C:10]3[C:17]([F:18])=[CH:16][C:13]([C:14]#[N:15])=[C:12]([NH:19][C@H:20]([C:22]4[CH:27]=[CH:26][C:25]([F:28])=[CH:24][CH:23]=4)[CH3:21])[N:11]=3)[CH:5]=2)[CH2:3][CH2:2]1.NC(C1C=CC(F)=C([NH:38][S:39]([CH3:42])(=[O:41])=[O:40])C=1)C.CCN(C(C)C)C(C)C. Product: [C:14]([C:13]1[C:12]([NH:19][C@@H:20]([C:22]2[CH:27]=[CH:26][C:25]([F:28])=[C:24]([NH:38][S:39]([CH3:42])(=[O:41])=[O:40])[CH:23]=2)[CH3:21])=[N:11][C:10]([NH:9][C:6]2[CH:5]=[C:4]([CH:1]3[CH2:3][CH2:2]3)[NH:8][N:7]=2)=[C:17]([F:18])[CH:16]=1)#[N:15]. The catalyst class is: 51. (3) Product: [N:23]([CH:5]1[CH2:11][CH2:10][CH2:9][CH2:8][C:7]([C:12]2[CH:17]=[CH:16][CH:15]=[CH:14][C:13]=2[CH3:18])=[CH:6]1)=[N+:24]=[N-:25]. Reactant: C(O[CH:5]1[CH2:11][CH2:10][CH2:9][CH2:8][C:7]([C:12]2[CH:17]=[CH:16][CH:15]=[CH:14][C:13]=2[CH3:18])=[CH:6]1)(=O)C.C[Si]([N:23]=[N+:24]=[N-:25])(C)C.Cl([O-])(=O)(=O)=O.[Mg+2].Cl([O-])(=O)(=O)=O.O. The catalyst class is: 26. (4) Reactant: [CH2:1]([Li])CCC.[CH3:6]/[C:7](=[CH:10]\[C:11]1[CH:16]=[CH:15][C:14]([CH3:17])=[CH:13][CH:12]=1)/[CH2:8][OH:9].BrCBr.C([Mg]Cl)(C)(C)C.[Cl-].[NH4+]. Product: [CH3:6][C:7]1([CH2:8][OH:9])[CH2:1][CH:10]1[C:11]1[CH:12]=[CH:13][C:14]([CH3:17])=[CH:15][CH:16]=1. The catalyst class is: 27. (5) Reactant: [F:1][C:2]1[CH:7]=[CH:6][C:5]([NH:8][C:9]([NH2:11])=[S:10])=[CH:4][CH:3]=1.Cl[CH2:13][C:14]([CH2:16]Cl)=O.[NH2:18][C:19]1[C:24]([C:25]#[N:26])=[C:23]([C:27]2[CH:32]=[CH:31][C:30]([O:33][CH2:34][CH:35]([O:37][Si:38]([C:41]([CH3:44])([CH3:43])[CH3:42])([CH3:40])[CH3:39])[CH3:36])=[CH:29][CH:28]=2)[C:22]([C:45]#[N:46])=[C:21]([SH:47])[N:20]=1. Product: [NH2:18][C:19]1[C:24]([C:25]#[N:26])=[C:23]([C:27]2[CH:28]=[CH:29][C:30]([O:33][CH2:34][CH:35]([O:37][Si:38]([C:41]([CH3:42])([CH3:43])[CH3:44])([CH3:39])[CH3:40])[CH3:36])=[CH:31][CH:32]=2)[C:22]([C:45]#[N:46])=[C:21]([S:47][CH2:16][C:14]2[N:11]=[C:9]([NH:8][C:5]3[CH:4]=[CH:3][C:2]([F:1])=[CH:7][CH:6]=3)[S:10][CH:13]=2)[N:20]=1. The catalyst class is: 3. (6) The catalyst class is: 59. Reactant: [CH3:1][C:2]1[C:3]([C:17]2[CH:22]=[CH:21][CH:20]=[CH:19][CH:18]=2)=[N:4][C:5]2[C:10]([C:11]=1[C:12](Cl)=[O:13])=[CH:9][CH:8]=[C:7]([O:15][CH3:16])[CH:6]=2.[CH2:23]([C@H:25]([NH2:32])[C:26]1[CH:31]=[CH:30][CH:29]=[CH:28][CH:27]=1)[CH3:24]. Product: [CH2:23]([C@H:25]([NH:32][C:12]([C:11]1[C:10]2[C:5](=[CH:6][C:7]([O:15][CH3:16])=[CH:8][CH:9]=2)[N:4]=[C:3]([C:17]2[CH:22]=[CH:21][CH:20]=[CH:19][CH:18]=2)[C:2]=1[CH3:1])=[O:13])[C:26]1[CH:31]=[CH:30][CH:29]=[CH:28][CH:27]=1)[CH3:24].